The task is: Predict the reactants needed to synthesize the given product.. This data is from Full USPTO retrosynthesis dataset with 1.9M reactions from patents (1976-2016). (1) Given the product [Cl:4][C:5]1[CH:10]=[CH:9][C:8]([C@H:21]([CH2:20][C:17]2[CH:18]=[CH:19][C:14]([F:13])=[CH:15][CH:16]=2)[CH2:22][C:23]([N:25]2[C@@H:29]([C:30]3[CH:31]=[CH:32][CH:33]=[CH:34][CH:35]=3)[CH2:28][O:27][C:26]2=[O:36])=[O:24])=[CH:7][CH:6]=1, predict the reactants needed to synthesize it. The reactants are: CSC.[Cl:4][C:5]1[CH:10]=[CH:9][C:8]([Mg]Br)=[CH:7][CH:6]=1.[F:13][C:14]1[CH:19]=[CH:18][C:17]([CH2:20]/[CH:21]=[CH:22]/[C:23]([N:25]2[C@@H:29]([C:30]3[CH:35]=[CH:34][CH:33]=[CH:32][CH:31]=3)[CH2:28][O:27][C:26]2=[O:36])=[O:24])=[CH:16][CH:15]=1. (2) Given the product [CH3:20][O:19][CH2:18][CH2:17][N:1]1[CH:5]=[CH:4][N:3]=[C:2]1[CH:14]=[O:15], predict the reactants needed to synthesize it. The reactants are: [NH:1]1[CH:5]=[CH:4][N:3]=[CH:2]1.[Li]CCCC.CN([CH:14]=[O:15])C.C1[CH2:20][O:19][CH2:18][CH2:17]1.